From a dataset of Reaction yield outcomes from USPTO patents with 853,638 reactions. Predict the reaction yield, written as a fraction of the theoretical maximum amount of product (1.0 means a 100% yield; for example, 0.34 means a 34% yield). (1) The reactants are [Cl:1][C:2]1([Cl:9])[CH2:7][CH2:6][C:5](=[O:8])[CH2:4][CH2:3]1.[BH4-].[Na+]. The catalyst is CO. The product is [Cl:1][C:2]1([Cl:9])[CH2:7][CH2:6][CH:5]([OH:8])[CH2:4][CH2:3]1. The yield is 0.360. (2) The reactants are CCN(C(C)C)C(C)C.[C:10]12([C:17]([C:19]3[CH:24]=[CH:23][N:22]=[CH:21][CH:20]=3)=[O:18])[NH:16][CH:13]([CH2:14][CH2:15]1)[CH2:12][CH2:11]2.Br[CH2:26][CH2:27][O:28][CH3:29]. The catalyst is CN(C=O)C. The product is [CH3:29][O:28][CH2:27][CH2:26][N:16]1[CH:13]2[CH2:12][CH2:11][C:10]1([C:17]([C:19]1[CH:24]=[CH:23][N:22]=[CH:21][CH:20]=1)=[O:18])[CH2:15][CH2:14]2. The yield is 0.370. (3) The reactants are [CH3:1][N:2]([CH3:33])[C:3]([C:5]1[N:27]([CH:28]2[CH2:32][CH2:31][CH2:30][CH2:29]2)[C:8]2[N:9]=[C:10]([NH:13][C:14]3[CH:19]=[CH:18][C:17]([N:20]4[CH2:25][CH2:24][NH:23][C@H:22]([CH3:26])[CH2:21]4)=[CH:16][N:15]=3)[N:11]=[CH:12][C:7]=2[CH:6]=1)=[O:4].Br[CH2:35][CH2:36][OH:37]. No catalyst specified. The product is [CH3:33][N:2]([CH3:1])[C:3]([C:5]1[N:27]([CH:28]2[CH2:32][CH2:31][CH2:30][CH2:29]2)[C:8]2[N:9]=[C:10]([NH:13][C:14]3[CH:19]=[CH:18][C:17]([N:20]4[CH2:25][CH2:24][N:23]([CH2:35][CH2:36][OH:37])[C@H:22]([CH3:26])[CH2:21]4)=[CH:16][N:15]=3)[N:11]=[CH:12][C:7]=2[CH:6]=1)=[O:4]. The yield is 0.680. (4) The reactants are [O:1]1[C@H:5]2[O:6][CH2:7][CH2:8][C@H:4]2[C@@H:3]([O:9][C:10]([NH:12][C@H:13]([C@H:28]([OH:47])[CH2:29][N:30]([S:35]([C:38]2[CH:46]=[CH:45][C:41]3[O:42][CH2:43][O:44][C:40]=3[CH:39]=2)(=[O:37])=[O:36])[CH2:31][CH:32]([CH3:34])[CH3:33])[CH2:14][C:15]2[CH:27]=[CH:26][C:18]([O:19][CH2:20][CH2:21][CH2:22][C:23](O)=[O:24])=[CH:17][CH:16]=2)=[O:11])[CH2:2]1.C([N:51](CC)C(C)C)(C)C.F[P-](F)(F)(F)(F)F.C[N+](C)=C(N(C)C)O.N. The catalyst is CN(C=O)C.CO. The product is [NH2:51][C:23](=[O:24])[CH2:22][CH2:21][CH2:20][O:19][C:18]1[CH:26]=[CH:27][C:15]([CH2:14][C@H:13]([NH:12][C:10](=[O:11])[O:9][C@@H:3]2[C@H:4]3[C@H:5]([O:6][CH2:7][CH2:8]3)[O:1][CH2:2]2)[C@H:28]([OH:47])[CH2:29][N:30]([S:35]([C:38]2[CH:46]=[CH:45][C:41]3[O:42][CH2:43][O:44][C:40]=3[CH:39]=2)(=[O:37])=[O:36])[CH2:31][CH:32]([CH3:33])[CH3:34])=[CH:16][CH:17]=1. The yield is 0.440.